From a dataset of Retrosynthesis with 50K atom-mapped reactions and 10 reaction types from USPTO. Predict the reactants needed to synthesize the given product. (1) Given the product O=C(OCC1c2ccccc2-c2ccccc21)N1CCC2CN(c3nc(Cl)cc4nccnc34)CC21, predict the reactants needed to synthesize it. The reactants are: Clc1cc2nccnc2c(Cl)n1.O=C(OCC1c2ccccc2-c2ccccc21)N1CCC2CNCC21. (2) Given the product CC(C)(CO[Si](C)(C)C(C)(C)C)c1ccc(N)cc1, predict the reactants needed to synthesize it. The reactants are: CC(C)(CO[Si](C)(C)C(C)(C)C)c1ccc([N+](=O)[O-])cc1. (3) Given the product COc1ccc(CN(Cc2ccc(OC)cc2)c2ncc(-c3nc(N4CCOCC4)nc4c3CCN4c3ccc(C(=O)N4CCN(CCO)CC4)nc3)cn2)cc1, predict the reactants needed to synthesize it. The reactants are: COc1ccc(CN(Cc2ccc(OC)cc2)c2ncc(-c3nc(N4CCOCC4)nc4c3CCN4)cn2)cc1.O=C(c1ccc(Br)cn1)N1CCN(CCO)CC1. (4) Given the product COc1cc2c(cc1CN[C@H]1CCCN[C@H]1c1ccccc1)C(c1ccccc1)(C(F)(F)F)OC2, predict the reactants needed to synthesize it. The reactants are: COc1cc2c(cc1CN[C@H]1CCCN(C(=O)OC(C)(C)C)[C@H]1c1ccccc1)C(c1ccccc1)(C(F)(F)F)OC2. (5) Given the product Nc1onc(-c2ccc(OC(F)(F)F)cc2)c1C(=O)N1CCN(c2cccc(C(F)(F)F)c2)CC1, predict the reactants needed to synthesize it. The reactants are: FC(F)(F)c1cccc(N2CCNCC2)c1.Nc1onc(-c2ccc(OC(F)(F)F)cc2)c1C(=O)O. (6) Given the product CCOc1ccc(C)c([N+](=O)[O-])c1, predict the reactants needed to synthesize it. The reactants are: CCI.Cc1ccc(O)cc1[N+](=O)[O-]. (7) Given the product CC1CCCN(c2nc(C(F)(F)F)c(C(=O)Nc3ccc(N4CCCN(S(=O)(=O)Cc5ccccc5)CC4)nc3)o2)C1, predict the reactants needed to synthesize it. The reactants are: CC1CCCN(c2nc(C(F)(F)F)c(C(=O)Nc3ccc(N4CCCNCC4)nc3)o2)C1.O=S(=O)(Cl)Cc1ccccc1. (8) Given the product CCC(O)C#Cc1c(F)ccc2c1/C(=C/c1ccc[nH]1)C(=O)N2, predict the reactants needed to synthesize it. The reactants are: C#CC(O)CC.O=C1Nc2ccc(F)c(I)c2/C1=C/c1ccc[nH]1.